This data is from Forward reaction prediction with 1.9M reactions from USPTO patents (1976-2016). The task is: Predict the product of the given reaction. (1) Given the reactants C(O[CH2:4][CH2:5]O)C.[CH3:7][C:8]1[CH:13]=[CH:12][CH:11]=[CH:10][C:9]=1[C:14]1[CH:19]=[CH:18][CH:17]=[C:16]([C:20]2[CH:25]=[CH:24]C=[CH:22][N:21]=2)[CH:15]=1, predict the reaction product. The product is: [CH3:7][C:8]1[CH:13]=[CH:12][CH:11]=[CH:10][C:9]=1[C:14]1[CH:19]=[CH:18][CH:17]=[C:16]([C:20]2[CH:25]=[CH:24][C:4]([CH3:5])=[CH:22][N:21]=2)[CH:15]=1. (2) Given the reactants [NH2:1][C:2]1[CH:7]=[CH:6][CH:5]=[C:4]([CH:8]([CH3:10])[CH3:9])[C:3]=1[OH:11].Cl[CH2:13][C:14](Cl)=[O:15].C([O-])([O-])=O.[K+].[K+], predict the reaction product. The product is: [CH:8]([C:4]1[C:3]2[O:11][CH2:13][C:14](=[O:15])[NH:1][C:2]=2[CH:7]=[CH:6][CH:5]=1)([CH3:9])[CH3:10]. (3) The product is: [CH3:20][O:19][C:11]1[CH:10]=[C:9]([NH:8][C:4]2[N:5]=[CH:6][N:7]=[C:2]([NH:30][C:31]3[CH:32]=[CH:33][C:34]([NH:37][C:38](=[O:41])[CH:39]=[CH2:40])=[CH:35][CH:36]=3)[N:3]=2)[CH:14]=[C:13]([O:15][CH3:16])[C:12]=1[O:17][CH3:18]. Given the reactants Cl[C:2]1[N:7]=[CH:6][N:5]=[C:4]([NH:8][C:9]2[CH:14]=[C:13]([O:15][CH3:16])[C:12]([O:17][CH3:18])=[C:11]([O:19][CH3:20])[CH:10]=2)[N:3]=1.CCN(C(C)C)C(C)C.[NH2:30][C:31]1[CH:36]=[CH:35][C:34]([NH:37][C:38](=[O:41])[CH:39]=[CH2:40])=[CH:33][CH:32]=1, predict the reaction product. (4) Given the reactants [CH3:1][O:2][C:3]1[CH:8]=[CH:7][C:6]([NH:9][C:10]2[C:19]3[C:14](=[CH:15][CH:16]=[CH:17][CH:18]=3)[N:13]=[C:12]([C:20]3[CH:25]=[CH:24][CH:23]=[CH:22][CH:21]=3)[N:11]=2)=[CH:5][CH:4]=1.[CH3:26]I, predict the reaction product. The product is: [CH3:1][O:2][C:3]1[CH:4]=[CH:5][C:6]([N:9]([C:10]2[C:19]3[C:14](=[CH:15][CH:16]=[CH:17][CH:18]=3)[N:13]=[C:12]([C:20]3[CH:25]=[CH:24][CH:23]=[CH:22][CH:21]=3)[N:11]=2)[CH3:26])=[CH:7][CH:8]=1. (5) Given the reactants [C:1]1(=[O:11])[O:6][C:4](=[O:5])[C:3]2=[CH:7][CH:8]=[CH:9][CH:10]=[C:2]12.[CH3:12][O:13][C:14]1[CH:15]=[C:16]2[C:21](=[C:22]3[CH2:26][C:25]([CH3:28])([CH3:27])[O:24][C:23]=13)[C:20]([C:29]1[CH:30]=[C:31]([NH2:35])[CH:32]=[CH:33][CH:34]=1)=[N:19][C:18]([CH3:37])([CH3:36])[CH2:17]2.C(OC(C)C)(C)C, predict the reaction product. The product is: [CH3:12][O:13][C:14]1[CH:15]=[C:16]2[C:21](=[C:22]3[CH2:26][C:25]([CH3:28])([CH3:27])[O:24][C:23]=13)[C:20]([C:29]1[CH:30]=[C:31]([NH:35][C:4]([C:3]3[CH:7]=[CH:8][CH:9]=[CH:10][C:2]=3[C:1]([OH:6])=[O:11])=[O:5])[CH:32]=[CH:33][CH:34]=1)=[N:19][C:18]([CH3:37])([CH3:36])[CH2:17]2. (6) Given the reactants C[O:2][C:3]1[N:8]=[CH:7][C:6]([C:9]2[C:14]([CH3:15])=[CH:13][CH:12]=[C:11]([NH:16][C:17]([C:19]3([C:22]4[CH:27]=[CH:26][CH:25]=[C:24]([O:28][CH3:29])[CH:23]=4)[CH2:21][CH2:20]3)=[O:18])[N:10]=2)=[CH:5][C:4]=1[CH3:30].[Si](I)(C)(C)C, predict the reaction product. The product is: [CH3:29][O:28][C:24]1[CH:23]=[C:22]([C:19]2([C:17]([NH:16][C:11]3[CH:12]=[CH:13][C:14]([CH3:15])=[C:9]([C:6]4[CH:5]=[C:4]([CH3:30])[C:3](=[O:2])[NH:8][CH:7]=4)[N:10]=3)=[O:18])[CH2:20][CH2:21]2)[CH:27]=[CH:26][CH:25]=1. (7) Given the reactants [CH3:1][O:2][C:3](=[O:12])[C:4]1[CH:9]=[C:8](I)[CH:7]=[C:6]([Br:11])[CH:5]=1.B1([C:19]2[CH:24]=[CH:23][CH:22]=[N:21][CH:20]=2)OCCCO1.C(=O)([O-])[O-].[K+].[K+], predict the reaction product. The product is: [CH3:1][O:2][C:3](=[O:12])[C:4]1[CH:9]=[C:8]([C:19]2[CH:20]=[N:21][CH:22]=[CH:23][CH:24]=2)[CH:7]=[C:6]([Br:11])[CH:5]=1. (8) Given the reactants [N:1]1[C:6]2[NH:7][CH:8]=[CH:9][C:5]=2[C:4]([C:10]2[CH:11]=[C:12]([NH:16][C:17](=[O:28])[C:18]3[CH:23]=[CH:22][CH:21]=[C:20]([C:24]([F:27])([F:26])[F:25])[CH:19]=3)[CH:13]=[CH:14][CH:15]=2)=[N:3][CH:2]=1.[CH3:29][O:30][C:31]1[CH:36]=[CH:35][C:34](B(O)O)=[CH:33][CH:32]=1.N1C=CC=CC=1, predict the reaction product. The product is: [CH3:29][O:30][C:31]1[CH:36]=[CH:35][C:34]([N:7]2[C:6]3[N:1]=[CH:2][N:3]=[C:4]([C:10]4[CH:11]=[C:12]([NH:16][C:17](=[O:28])[C:18]5[CH:23]=[CH:22][CH:21]=[C:20]([C:24]([F:26])([F:25])[F:27])[CH:19]=5)[CH:13]=[CH:14][CH:15]=4)[C:5]=3[CH:9]=[CH:8]2)=[CH:33][CH:32]=1.